Predict the product of the given reaction. From a dataset of Forward reaction prediction with 1.9M reactions from USPTO patents (1976-2016). (1) Given the reactants [NH2:1][C:2]1[C:3]([Cl:13])=[C:4]([CH:9]=[C:10]([Cl:12])[CH:11]=1)[C:5]([O:7][CH3:8])=[O:6].CCN(C(C)C)C(C)C.[S:23](O[S:23]([C:26]([F:29])([F:28])[F:27])(=[O:25])=[O:24])([C:26]([F:29])([F:28])[F:27])(=[O:25])=[O:24], predict the reaction product. The product is: [Cl:13][C:3]1[C:2]([NH:1][S:23]([C:26]([F:29])([F:28])[F:27])(=[O:25])=[O:24])=[CH:11][C:10]([Cl:12])=[CH:9][C:4]=1[C:5]([O:7][CH3:8])=[O:6]. (2) Given the reactants [CH2:1]([O:8][C:9]1[CH:18]=[C:17]2[C:12]([C:13]([NH:22][CH2:23][CH2:24][O:25][Si:26]([C:29]([CH3:32])([CH3:31])[CH3:30])([CH3:28])[CH3:27])=[C:14]([N+:19]([O-])=O)[CH:15]=[N:16]2)=[CH:11][CH:10]=1)[C:2]1[CH:7]=[CH:6][CH:5]=[CH:4][CH:3]=1, predict the reaction product. The product is: [CH2:1]([O:8][C:9]1[CH:18]=[C:17]2[C:12]([C:13]([NH:22][CH2:23][CH2:24][O:25][Si:26]([C:29]([CH3:32])([CH3:31])[CH3:30])([CH3:27])[CH3:28])=[C:14]([NH2:19])[CH:15]=[N:16]2)=[CH:11][CH:10]=1)[C:2]1[CH:3]=[CH:4][CH:5]=[CH:6][CH:7]=1. (3) Given the reactants [NH2:1][C:2]1[CH:3]=[CH:4][C:5]([F:14])=[C:6]([N:8]2[CH2:12][CH2:11][CH2:10][C:9]2=[O:13])[CH:7]=1.[Cl:15][C:16]1[CH:23]=[CH:22][C:19]([CH:20]=O)=[CH:18][CH:17]=1.C(O[BH-](OC(=O)C)OC(=O)C)(=O)C.[Na+], predict the reaction product. The product is: [Cl:15][C:16]1[CH:23]=[CH:22][C:19]([CH2:20][NH:1][C:2]2[CH:3]=[CH:4][C:5]([F:14])=[C:6]([N:8]3[CH2:12][CH2:11][CH2:10][C:9]3=[O:13])[CH:7]=2)=[CH:18][CH:17]=1. (4) Given the reactants [Br:1][C:2]1[C:11]2[C:6](=[CH:7][CH:8]=[C:9]([C:12]([C:21]3[CH:26]=[CH:25][C:24]([Cl:27])=[CH:23][CH:22]=3)([C:14]3[CH:19]=[CH:18][C:17]([Cl:20])=[CH:16][CH:15]=3)O)[CH:10]=2)[N:5]=[C:4]([O:28]C(C)(C)C)[CH:3]=1.[SiH](CC)(CC)CC.FC(F)(F)C(O)=O.C(=O)(O)[O-].[Na+], predict the reaction product. The product is: [Cl:27][C:24]1[CH:25]=[CH:26][C:21]([CH:12]([C:14]2[CH:19]=[CH:18][C:17]([Cl:20])=[CH:16][CH:15]=2)[C:9]2[CH:10]=[C:11]3[C:6](=[CH:7][CH:8]=2)[N:5]=[C:4]([OH:28])[CH:3]=[C:2]3[Br:1])=[CH:22][CH:23]=1. (5) Given the reactants C[O:2][C:3](=[O:29])[CH2:4][C@@H:5]1[N:11]=[C:10]([C:12]2[CH:17]=[CH:16][C:15]([Cl:18])=[CH:14][CH:13]=2)[C:9]2[CH:19]=[C:20]([O:23][CH3:24])[CH:21]=[CH:22][C:8]=2[N:7]2[C:25]([CH3:28])=[N:26][N:27]=[C:6]12.[OH-].[Na+], predict the reaction product. The product is: [Cl:18][C:15]1[CH:16]=[CH:17][C:12]([C:10]2[C:9]3[CH:19]=[C:20]([O:23][CH3:24])[CH:21]=[CH:22][C:8]=3[N:7]3[C:25]([CH3:28])=[N:26][N:27]=[C:6]3[C@H:5]([CH2:4][C:3]([OH:29])=[O:2])[N:11]=2)=[CH:13][CH:14]=1. (6) Given the reactants [F:1][C:2]1[CH:3]=[C:4]([C:13]2[N:18]=[C:17]([N:19]3[CH2:23][CH:22]([CH3:24])[CH2:21][C:20]3([CH3:26])[CH3:25])[C:16]([C:27]([NH:29][S:30]([CH:33]3[CH2:37][CH2:36][N:35](CC4C=CC(OC)=CC=4)[C:34]3=[O:47])(=[O:32])=[O:31])=[O:28])=[CH:15][CH:14]=2)[CH:5]=[C:6]([O:8][CH2:9][CH:10]([CH3:12])[CH3:11])[CH:7]=1.FC(F)(F)S(O)(=O)=O, predict the reaction product. The product is: [F:1][C:2]1[CH:3]=[C:4]([C:13]2[N:18]=[C:17]([N:19]3[CH2:23][CH:22]([CH3:24])[CH2:21][C:20]3([CH3:26])[CH3:25])[C:16]([C:27]([NH:29][S:30]([CH:33]3[CH2:37][CH2:36][NH:35][C:34]3=[O:47])(=[O:31])=[O:32])=[O:28])=[CH:15][CH:14]=2)[CH:5]=[C:6]([O:8][CH2:9][CH:10]([CH3:11])[CH3:12])[CH:7]=1.